From a dataset of Catalyst prediction with 721,799 reactions and 888 catalyst types from USPTO. Predict which catalyst facilitates the given reaction. Reactant: [F:1][C:2]1[CH:10]=[C:9]([F:11])[CH:8]=[C:7]([F:12])[C:3]=1[C:4](Cl)=[O:5].[C:13]([O:17][C:18]([N:20]1[CH2:25][CH2:24][CH:23]([O:26][C:27]2[CH:32]=[CH:31][CH:30]=[C:29]([NH2:33])[N:28]=2)[CH2:22][CH2:21]1)=[O:19])([CH3:16])([CH3:15])[CH3:14].C(N(CC)CC)C. Product: [C:13]([O:17][C:18]([N:20]1[CH2:25][CH2:24][CH:23]([O:26][C:27]2[CH:32]=[CH:31][CH:30]=[C:29]([NH:33][C:4](=[O:5])[C:3]3[C:2]([F:1])=[CH:10][C:9]([F:11])=[CH:8][C:7]=3[F:12])[N:28]=2)[CH2:22][CH2:21]1)=[O:19])([CH3:16])([CH3:14])[CH3:15]. The catalyst class is: 56.